From a dataset of Acute oral toxicity (LD50) regression data from Zhu et al.. Regression/Classification. Given a drug SMILES string, predict its toxicity properties. Task type varies by dataset: regression for continuous values (e.g., LD50, hERG inhibition percentage) or binary classification for toxic/non-toxic outcomes (e.g., AMES mutagenicity, cardiotoxicity, hepatotoxicity). Dataset: ld50_zhu. (1) The molecule is CCOP(=O)(Cl)OCC. The rat oral LD50 is 4.20, given as -log10 of the dose in mol/kg body weight (higher means more acutely toxic). (2) The molecule is CCO[SiH](Cl)OCC. The rat oral LD50 is 1.39, given as -log10 of the dose in mol/kg body weight (higher means more acutely toxic). (3) The drug is CC(C)=CCCC(C)=CC(=O)O. The rat oral LD50 is 1.66, given as -log10 of the dose in mol/kg body weight (higher means more acutely toxic). (4) The molecule is CC(C)N(C(=O)SCC(Cl)=C(Cl)Cl)C(C)C. The rat oral LD50 is 2.58, given as -log10 of the dose in mol/kg body weight (higher means more acutely toxic). (5) The molecule is O=C(Nc1ccc(Cl)cc1)c1cc(Cl)cc(-c2ccc(Cl)cc2)c1O. The rat oral LD50 is 2.15, given as -log10 of the dose in mol/kg body weight (higher means more acutely toxic). (6) The molecule is CCC1C(c2ccccc2)=CCC(C(=O)O)C1C. The rat oral LD50 is 2.02, given as -log10 of the dose in mol/kg body weight (higher means more acutely toxic). (7) The drug is CC(C)COc1ccc2ccccc2c1. The rat oral LD50 is 1.53, given as -log10 of the dose in mol/kg body weight (higher means more acutely toxic).